From a dataset of Reaction yield outcomes from USPTO patents with 853,638 reactions. Predict the reaction yield, written as a fraction of the theoretical maximum amount of product (1.0 means a 100% yield; for example, 0.34 means a 34% yield). The reactants are [CH2:1]([N:3]1[C:7]2=[N:8][C:9]([CH2:45][CH3:46])=[C:10]([CH2:19][N:20]([CH2:29][C:30]3[CH:31]=[C:32]([C:37]4[CH:42]=[CH:41][CH:40]=[C:39]([CH:43]=O)[CH:38]=4)[C:33]([CH3:36])=[CH:34][CH:35]=3)[C:21]([C:23]3([C:26]([NH2:28])=[O:27])[CH2:25][CH2:24]3)=[O:22])[C:11]([NH:12][CH:13]3[CH2:18][CH2:17][O:16][CH2:15][CH2:14]3)=[C:6]2[CH:5]=[N:4]1)[CH3:2].C([N:54]1[CH2:59][CH2:58][NH:57][CH2:56][C@@H:55]1[CH3:60])(OC(C)(C)C)=O.C(O[BH-](OC(=O)C)OC(=O)C)(=O)C.[Na+].C(O)(=O)C. The catalyst is C(Cl)Cl.C(O)(C(F)(F)F)=O. The product is [CH2:1]([N:3]1[C:7]2=[N:8][C:9]([CH2:45][CH3:46])=[C:10]([CH2:19][N:20]([CH2:29][C:30]3[CH:31]=[C:32]([C:37]4[CH:42]=[CH:41][CH:40]=[C:39]([CH2:43][N:57]5[CH2:58][CH2:59][NH:54][C@H:55]([CH3:60])[CH2:56]5)[CH:38]=4)[C:33]([CH3:36])=[CH:34][CH:35]=3)[C:21]([C:23]3([C:26]([NH2:28])=[O:27])[CH2:24][CH2:25]3)=[O:22])[C:11]([NH:12][CH:13]3[CH2:14][CH2:15][O:16][CH2:17][CH2:18]3)=[C:6]2[CH:5]=[N:4]1)[CH3:2]. The yield is 0.561.